Task: Regression. Given a peptide amino acid sequence and an MHC pseudo amino acid sequence, predict their binding affinity value. This is MHC class II binding data.. Dataset: Peptide-MHC class II binding affinity with 134,281 pairs from IEDB (1) The peptide sequence is ENPVVHYFLNIVTPR. The MHC is DRB1_1501 with pseudo-sequence DRB1_1501. The binding affinity (normalized) is 0.733. (2) The peptide sequence is KTKQIGNRPGPSRGV. The MHC is H-2-IEd with pseudo-sequence H-2-IEd. The binding affinity (normalized) is 0.0377.